From a dataset of Drug-target binding data from BindingDB using IC50 measurements. Regression. Given a target protein amino acid sequence and a drug SMILES string, predict the binding affinity score between them. We predict pIC50 (pIC50 = -log10(IC50 in M); higher means more potent). Dataset: bindingdb_ic50. (1) The small molecule is CCCCOP(=O)(CCCCC1(C(=O)NCCN2CCOCC2)c2ccccc2-c2ccccc21)OCCCC. The target protein (P55156) has sequence FLCFISSYSASVKGHTTGLSLNNDRLYKLTYSTEVFLDRGKGNLQDSVGYRISSNVDVALLWRSPDGDDNQLIQITMKDVNLENVNQQRGEKSIFKGKKSSQIIRKENLEAMQRPVLLHLIHGKIKEFYSYQNEPAAIENLKRGLASLFQMQLSSGTTNEVDISGDCKVTYQAHQDKVTKIKALDSCKIERAGFTTPHQVLGVTSKATSVTTYKIEDSFVVAVLSEEIRALRLNFLQSIAGKIVSRQKLELKTTEASVRLKPGKQVAAIIKAVDSKYTAIPIVGQVFQSKCKGCPSLSEHWQSIRKHLQPDNLSKAEAVRSFLAFIKHLRTAKKEEILQILKAENKEVLPQLVDAVTSAQTPDSLDAILDFLDFKSTESVILQERFLYACAFASHPDEELLRALISKFKGSFGSNDIRESVMIIIGALVRKLCQNQGCKLKGVIEAKKLILGGLEKAEKKEDIVMYLLALKNARLPEGIPLLLKYTETGEGPISHLAATT.... The pIC50 is 6.3. (2) The small molecule is O=C(c1ccc(-c2cnn3cccnc23)cc1)N(c1ncccc1Cl)[C@@H]1CCCNC1. The pIC50 is 5.8. The target protein (Q8NBP7) has sequence MGTVSSRRSWWPLPLLLLLLLLLGPAGARAQEDEDGDYEELVLALRSEEDGLAEAPEHGTTATFHRCAKDPWRLPGTYVVVLKEETHLSQSERTARRLQAQAARRGYLTKILHVFHGLLPGFLVKMSGDLLELALKLPHVDYIEEDSSVFAQSIPWNLERITPPRYRADEYQPPDGGSLVEVYLLDTSIQSDHREIEGRVMVTDFENVPEEDGTRFHRQASKCDSHGTHLAGVVSGRDAGVAKGASMRSLRVLNCQGKGTVSGTLIGLEFIRKSQLVQPVGPLVVLLPLAGGYSRVLNAACQRLARAGVVLVTAAGNFRDDACLYSPASAPEVITVGATNAQDQPVTLGTLGTNFGRCVDLFAPGEDIIGASSDCSTCFVSQSGTSQAAAHVAGIAAMMLSAEPELTLAELRQRLIHFSAKDVINEAWFPEDQRVLTPNLVAALPPSTHGAGWQLFCRTVWSAHSGPTRMATAVARCAPDEELLSCSSFSRSGKRRGERM....